Predict the product of the given reaction. From a dataset of Forward reaction prediction with 1.9M reactions from USPTO patents (1976-2016). (1) Given the reactants [N:1]1[CH:6]=[CH:5][CH:4]=[C:3]([C:7]([C:9]2[N:13]([C:14]([C:27]3[CH:32]=[CH:31][CH:30]=[CH:29][CH:28]=3)([C:21]3[CH:26]=[CH:25][CH:24]=[CH:23][CH:22]=3)[C:15]3[CH:20]=[CH:19][CH:18]=[CH:17][CH:16]=3)[CH:12]=[N:11][CH:10]=2)=[O:8])[CH:2]=1.[CH3:33][C:34]1[C:39]([CH3:40])=[CH:38][CH:37]=[CH:36][C:35]=1[Mg]Br, predict the reaction product. The product is: [CH3:33][C:34]1[C:39]([CH3:40])=[CH:38][CH:37]=[CH:36][C:35]=1[C:7]([C:3]1[CH:2]=[N:1][CH:6]=[CH:5][CH:4]=1)([C:9]1[N:13]([C:14]([C:27]2[CH:32]=[CH:31][CH:30]=[CH:29][CH:28]=2)([C:15]2[CH:20]=[CH:19][CH:18]=[CH:17][CH:16]=2)[C:21]2[CH:22]=[CH:23][CH:24]=[CH:25][CH:26]=2)[CH:12]=[N:11][CH:10]=1)[OH:8]. (2) Given the reactants [Br:1][C:2]1[CH:9]=[CH:8][C:5](C=O)=[CH:4][N:3]=1.[CH:10]([O:17][CH2:18][CH3:19])([O:14][CH2:15][CH3:16])OCC.O.C1(C)C=CC(S(O)(=O)=O)=CC=1, predict the reaction product. The product is: [Br:1][C:2]1[CH:9]=[CH:8][C:5]([CH:10]([O:14][CH2:15][CH3:16])[O:17][CH2:18][CH3:19])=[CH:4][N:3]=1. (3) The product is: [NH2:1][CH2:4][C:5]1[CH:6]=[C:7]([CH:10]=[C:11]([C:13]([F:14])([F:15])[F:16])[CH:12]=1)[C:8]#[N:9]. Given the reactants [N:1]([CH2:4][C:5]1[CH:6]=[C:7]([CH:10]=[C:11]([C:13]([F:16])([F:15])[F:14])[CH:12]=1)[C:8]#[N:9])=[N+]=[N-].CP(C)C, predict the reaction product. (4) Given the reactants [Br:1][C:2]1[CH:37]=[CH:36][C:5]([CH2:6][N:7]2[C:11](=[O:12])[N:10]([CH2:13][CH3:14])[C:9]([CH2:15][CH2:16][CH2:17][C:18]3[CH:23]=[CH:22][C:21]([C:24]4[CH:29]=[CH:28][CH:27]=[C:26]([CH2:30][C:31]([O:33]CC)=[O:32])[CH:25]=4)=[CH:20][CH:19]=3)=[N:8]2)=[CH:4][CH:3]=1.O.[Li+].[OH-], predict the reaction product. The product is: [Br:1][C:2]1[CH:3]=[CH:4][C:5]([CH2:6][N:7]2[C:11](=[O:12])[N:10]([CH2:13][CH3:14])[C:9]([CH2:15][CH2:16][CH2:17][C:18]3[CH:23]=[CH:22][C:21]([C:24]4[CH:29]=[CH:28][CH:27]=[C:26]([CH2:30][C:31]([OH:33])=[O:32])[CH:25]=4)=[CH:20][CH:19]=3)=[N:8]2)=[CH:36][CH:37]=1. (5) The product is: [CH3:26][C:21]1([CH3:27])[C:22]([CH3:25])([CH3:24])[O:23][B:19]([C:2]2[CH:7]=[CH:6][N:5]=[CH:4][C:3]=2[NH2:8])[O:20]1. Given the reactants Cl[C:2]1[CH:7]=[CH:6][N:5]=[CH:4][C:3]=1[NH:8]C(=O)OCC1C=CC=CC=1.[B:19]1([B:19]2[O:23][C:22]([CH3:25])([CH3:24])[C:21]([CH3:27])([CH3:26])[O:20]2)[O:23][C:22]([CH3:25])([CH3:24])[C:21]([CH3:27])([CH3:26])[O:20]1.C1(P(C2CCCCC2)C2CCCCC2)CCCCC1.CC([O-])=O.[K+].B(O)O, predict the reaction product. (6) Given the reactants [CH2:1]([N:8]1[C:13]([CH3:15])([CH3:14])[CH2:12][O:11][CH:10]([CH3:16])[C:9]1=O)[C:2]1[CH:7]=[CH:6][CH:5]=[CH:4][CH:3]=1.C(O)C, predict the reaction product. The product is: [CH2:1]([N:8]1[C:13]([CH3:15])([CH3:14])[CH2:12][O:11][CH:10]([CH3:16])[CH2:9]1)[C:2]1[CH:3]=[CH:4][CH:5]=[CH:6][CH:7]=1. (7) Given the reactants [CH2:1]([O:3][C:4](=[O:27])[C:5]([CH3:26])([CH3:25])[CH2:6][C:7]1[N:15]([CH2:16][C:17]2[CH:22]=[CH:21][C:20]([Cl:23])=[CH:19][CH:18]=2)[C:14]2[C:9](=[N:10][C:11]([OH:24])=[CH:12][CH:13]=2)[CH:8]=1)[CH3:2].Cl[CH2:29][C:30]1[CH:35]=[CH:34][CH:33]=[CH:32][N:31]=1.C([O-])([O-])=O.[K+].[K+], predict the reaction product. The product is: [CH2:1]([O:3][C:4](=[O:27])[C:5]([CH3:26])([CH3:25])[CH2:6][C:7]1[N:15]([CH2:16][C:17]2[CH:18]=[CH:19][C:20]([Cl:23])=[CH:21][CH:22]=2)[C:14]2[C:9](=[N:10][C:11]([O:24][CH2:29][C:30]3[CH:35]=[CH:34][CH:33]=[CH:32][N:31]=3)=[CH:12][CH:13]=2)[CH:8]=1)[CH3:2]. (8) Given the reactants [Cl:1][C:2]1[C:7]([CH:8]=[N:9][OH:10])=[C:6]([Cl:11])[N:5]=[CH:4][N:3]=1.[Cl:12]N1C(=O)CCC1=O, predict the reaction product. The product is: [Cl:11][C:6]1[C:7]([C:8]([Cl:12])=[N:9][OH:10])=[C:2]([Cl:1])[N:3]=[CH:4][N:5]=1.